Dataset: Forward reaction prediction with 1.9M reactions from USPTO patents (1976-2016). Task: Predict the product of the given reaction. (1) Given the reactants [F:1][C:2]([F:11])([F:10])[C:3]1[CH:4]=[C:5]([CH:7]=[CH:8][CH:9]=1)[NH2:6].C[Al](C)C.C[O:17][C:18]([C:20]1[CH:21]=[N:22][N:23]2[CH:28]=[C:27]([O:29][C:30]3[CH:35]=[C:34]([Cl:36])[N:33]=[C:32]([NH2:37])[N:31]=3)[CH:26]=[CH:25][C:24]=12)=O.CCOC(C)=O.O, predict the reaction product. The product is: [F:1][C:2]([F:10])([F:11])[C:3]1[CH:4]=[C:5]([NH:6][C:18]([C:20]2[CH:21]=[N:22][N:23]3[CH:28]=[C:27]([O:29][C:30]4[CH:35]=[C:34]([Cl:36])[N:33]=[C:32]([NH2:37])[N:31]=4)[CH:26]=[CH:25][C:24]=23)=[O:17])[CH:7]=[CH:8][CH:9]=1. (2) Given the reactants [F:1][C:2]1[CH:7]=[CH:6][CH:5]=[C:4]([N+:8]([O-:10])=[O:9])[C:3]=1[OH:11].[CH3:12][O:13][C:14](=[O:17])[CH2:15]Br.C(=O)([O-])[O-].[K+].[K+], predict the reaction product. The product is: [F:1][C:2]1[CH:7]=[CH:6][CH:5]=[C:4]([N+:8]([O-:10])=[O:9])[C:3]=1[O:11][CH2:15][C:14]([O:13][CH3:12])=[O:17]. (3) Given the reactants [CH3:1][N:2]1[CH2:26][CH2:25][C:5]2=[C:6]([C:13]([C:15]3[CH:24]=[CH:23][C:18]([C:19]([O:21]C)=[O:20])=[CH:17][CH:16]=3)=[O:14])[C:7]3[C:12]([N:4]2[CH2:3]1)=[CH:11][CH:10]=[CH:9][CH:8]=3.[OH-].[Na+].P([O-])([O-])([O-])=O.[K+].[K+].[K+], predict the reaction product. The product is: [CH3:1][N:2]1[CH2:26][CH2:25][C:5]2=[C:6]([C:13]([C:15]3[CH:24]=[CH:23][C:18]([C:19]([OH:21])=[O:20])=[CH:17][CH:16]=3)=[O:14])[C:7]3[C:12]([N:4]2[CH2:3]1)=[CH:11][CH:10]=[CH:9][CH:8]=3. (4) Given the reactants [CH2:1]([NH:3][CH2:4][C:5]1[CH:10]=[CH:9][C:8]([O:11][C:12]([F:15])([F:14])[F:13])=[CH:7][CH:6]=1)[CH3:2].[CH2:16]([O:18][C@H:19]([C:32]([O:34][CH2:35][CH3:36])=[O:33])[CH2:20][C:21]1[CH:31]=[CH:30][C:24]([O:25][CH2:26][C:27]([OH:29])=O)=[CH:23][CH:22]=1)[CH3:17].C(N(CC)C(C)C)(C)C.F[B-](F)(F)F.N1(OC(N(C)C)=[N+](C)C)C2C=CC=CC=2N=N1, predict the reaction product. The product is: [CH2:16]([O:18][C@@H:19]([CH2:20][C:21]1[CH:22]=[CH:23][C:24]([O:25][CH2:26][C:27]([N:3]([CH2:1][CH3:2])[CH2:4][C:5]2[CH:10]=[CH:9][C:8]([O:11][C:12]([F:13])([F:14])[F:15])=[CH:7][CH:6]=2)=[O:29])=[CH:30][CH:31]=1)[C:32]([O:34][CH2:35][CH3:36])=[O:33])[CH3:17]. (5) Given the reactants [C:1]([C:5]1[CH:10]=[CH:9][C:8]([O:11][CH2:12][C:13]([CH3:15])=[CH2:14])=[CH:7][CH:6]=1)([CH3:4])([CH3:3])[CH3:2].ClC1C=C(C=CC=1)C(OO)=[O:21], predict the reaction product. The product is: [C:1]([C:5]1[CH:6]=[CH:7][C:8]([O:11][CH2:12][C:13]2([CH3:15])[CH2:14][O:21]2)=[CH:9][CH:10]=1)([CH3:4])([CH3:3])[CH3:2].